From a dataset of TCR-epitope binding with 47,182 pairs between 192 epitopes and 23,139 TCRs. Binary Classification. Given a T-cell receptor sequence (or CDR3 region) and an epitope sequence, predict whether binding occurs between them. (1) The epitope is YLQPRTFLL. The TCR CDR3 sequence is CASSRRDRDTEAFF. Result: 0 (the TCR does not bind to the epitope). (2) The epitope is EIYKRWII. The TCR CDR3 sequence is CASSDGFGLQETQYF. Result: 0 (the TCR does not bind to the epitope). (3) The epitope is GILGFVFTL. The TCR CDR3 sequence is CASSQVEDSNQPQHF. Result: 1 (the TCR binds to the epitope). (4) The epitope is FADDLNQLTGY. Result: 0 (the TCR does not bind to the epitope). The TCR CDR3 sequence is CASTSWTDTQYF. (5) The TCR CDR3 sequence is CSATQGWLTGELFF. Result: 1 (the TCR binds to the epitope). The epitope is NLVPMVATV. (6) The epitope is FLNGSCGSV. The TCR CDR3 sequence is CASSQDTGSYEQYF. Result: 1 (the TCR binds to the epitope). (7) The epitope is RLRAEAQVK. The TCR CDR3 sequence is CASSPPGGQETQYF. Result: 1 (the TCR binds to the epitope).